This data is from Forward reaction prediction with 1.9M reactions from USPTO patents (1976-2016). The task is: Predict the product of the given reaction. (1) Given the reactants Cl[C:2]1[CH:3]=[CH:4][N:5]2[C:10]([C:11]=1[CH3:12])=[C:9]([CH:13]1[CH2:15][CH2:14]1)[CH:8]=[C:7]([C:16]([O:18][CH2:19][CH3:20])=[O:17])[C:6]2=[O:21].[OH:22][C:23]1[CH:28]=[CH:27][C:26](B(O)OC)=[CH:25][CH:24]=1.[C:33]([O-])([O-])=O.[Na+].[Na+], predict the reaction product. The product is: [OH:22][C:23]1[CH:28]=[CH:27][C:26]([C:2]2[CH:3]=[CH:4][N:5]3[C:10]([C:11]=2[CH3:12])=[C:9]([CH:13]2[CH2:15][CH2:14]2)[CH:8]=[C:7]([C:16]([O:18][CH2:19][CH3:20])=[O:17])[C:6]3=[O:21])=[C:25]([CH3:33])[CH:24]=1. (2) Given the reactants [F:1][C:2]([F:26])([F:25])[C:3]1[CH:4]=[C:5]([C:21]([F:24])([F:23])[F:22])[C:6]2[CH:7]=[CH:8][C:9]3[N:10]([CH:13]=[C:14]([C:16]4[O:17][CH:18]=[N:19][N:20]=4)[N:15]=3)[C:11]=2[N:12]=1.C1C(=O)N([Br:34])C(=O)C1.O, predict the reaction product. The product is: [Br:34][C:13]1[N:10]2[C:11]3[N:12]=[C:3]([C:2]([F:1])([F:25])[F:26])[CH:4]=[C:5]([C:21]([F:23])([F:24])[F:22])[C:6]=3[CH:7]=[CH:8][C:9]2=[N:15][C:14]=1[C:16]1[O:17][CH:18]=[N:19][N:20]=1. (3) Given the reactants [CH3:1][C:2]1([CH3:21])[N:6]([C:7](=[O:17])[CH2:8][NH:9]C(=O)OC(C)(C)C)[C@@H:5]([CH2:18][CH:19]=[CH2:20])[CH2:4][O:3]1.C(Cl)Cl.[F:25][C:26]([F:36])([F:35])[S:27]([O:30][Si](C)(C)C)(=[O:29])=[O:28], predict the reaction product. The product is: [F:25][C:26]([F:36])([F:35])[S:27]([OH:30])(=[O:29])=[O:28].[CH3:1][C:2]1([CH3:21])[N:6]([C:7](=[O:17])[CH2:8][NH2:9])[C@@H:5]([CH2:18][CH:19]=[CH2:20])[CH2:4][O:3]1. (4) Given the reactants C([O:3][C:4]([C:6]1[O:7][C:8]2[CH:15]=[C:14]([O:16][CH:17]3[CH2:22][CH2:21][N:20]([CH:23]([CH3:25])[CH3:24])[CH2:19][CH2:18]3)[C:13]([Cl:26])=[CH:12][C:9]=2[C:10]=1[CH3:11])=[O:5])C.[OH-].[Na+].Cl, predict the reaction product. The product is: [Cl:26][C:13]1[C:14]([O:16][CH:17]2[CH2:22][CH2:21][N:20]([CH:23]([CH3:25])[CH3:24])[CH2:19][CH2:18]2)=[CH:15][C:8]2[O:7][C:6]([C:4]([OH:5])=[O:3])=[C:10]([CH3:11])[C:9]=2[CH:12]=1. (5) Given the reactants [C:1]([C:3]1[CH:8]=[CH:7][C:6]([CH3:9])=[CH:5][N:4]=1)#[N:2].[Br:10]N1C(=O)CCC1=O.CC(N=NC(C#N)(C)C)(C#N)C, predict the reaction product. The product is: [Br:10][CH2:9][C:6]1[CH:7]=[CH:8][C:3]([C:1]#[N:2])=[N:4][CH:5]=1. (6) Given the reactants [CH2:1]([O:8][C:9]([N:11]1[CH2:16][CH2:15][CH:14]([OH:17])[CH2:13][CH2:12]1)=[O:10])[C:2]1[CH:7]=[CH:6][CH:5]=[CH:4][CH:3]=1.O[C:19]1[CH:24]=[CH:23][C:22]([CH2:25][C:26]([O:28][CH3:29])=[O:27])=[CH:21][CH:20]=1, predict the reaction product. The product is: [CH2:1]([O:8][C:9]([N:11]1[CH2:16][CH2:15][CH:14]([O:17][C:19]2[CH:24]=[CH:23][C:22]([CH2:25][C:26]([O:28][CH3:29])=[O:27])=[CH:21][CH:20]=2)[CH2:13][CH2:12]1)=[O:10])[C:2]1[CH:7]=[CH:6][CH:5]=[CH:4][CH:3]=1. (7) Given the reactants [NH:1]1[C:9]2[C:4](=[CH:5][CH:6]=[CH:7][CH:8]=2)[CH:3]=[CH:2]1.[OH-].[K+].Cl[CH2:13][C:14]1[CH:19]=[CH:18][C:17]([CH2:20][CH3:21])=[CH:16][CH:15]=1, predict the reaction product. The product is: [CH2:20]([C:17]1[CH:18]=[CH:19][C:14]([CH2:13][N:1]2[C:9]3[C:4](=[CH:5][CH:6]=[CH:7][CH:8]=3)[CH:3]=[CH:2]2)=[CH:15][CH:16]=1)[CH3:21].